This data is from Forward reaction prediction with 1.9M reactions from USPTO patents (1976-2016). The task is: Predict the product of the given reaction. (1) Given the reactants C(=O)(O[C@H:4]1[CH2:8][CH2:7][N:6]([C:9]([C:11]2([C:14]3[CH:19]=[CH:18][C:17]([Cl:20])=[CH:16][CH:15]=3)[CH2:13][CH2:12]2)=[O:10])[CH:5]1C(C)(C)C)N.Cl.C(#[N:29])C.C(N(CC)C(C)C)(C)C.[Cl:39][C:40]1[C:41]([CH3:50])=[C:42]([S:46](Cl)(=[O:48])=[O:47])[CH:43]=[CH:44][CH:45]=1.C(O)(C(F)(F)F)=O, predict the reaction product. The product is: [Cl:39][C:40]1[C:41]([CH3:50])=[C:42]([S:46]([NH:29][C@H:4]2[CH2:8][CH2:7][N:6]([C:9]([C:11]3([C:14]4[CH:19]=[CH:18][C:17]([Cl:20])=[CH:16][CH:15]=4)[CH2:12][CH2:13]3)=[O:10])[CH2:5]2)(=[O:48])=[O:47])[CH:43]=[CH:44][CH:45]=1. (2) Given the reactants [H-].[Na+].N1C=NC=N1.Br[CH2:9][CH2:10][N:11]([S:22]([C:25]1[CH:30]=[CH:29][C:28]([CH3:31])=[CH:27][CH:26]=1)(=[O:24])=[O:23])[C:12]1[CH:17]=[CH:16][C:15]([Cl:18])=[CH:14][C:13]=1[N+:19]([O-:21])=[O:20].O, predict the reaction product. The product is: [Cl:18][C:15]1[CH:16]=[CH:17][C:12]([N:11]([CH:10]=[CH2:9])[S:22]([C:25]2[CH:26]=[CH:27][C:28]([CH3:31])=[CH:29][CH:30]=2)(=[O:24])=[O:23])=[C:13]([N+:19]([O-:21])=[O:20])[CH:14]=1. (3) Given the reactants [N+:1]([C:4]1[C:13]2[C:8](=[CH:9][CH:10]=[CH:11][CH:12]=2)[C:7]([OH:14])=[CH:6][CH:5]=1)([O-:3])=[O:2].C1(P(C2C=CC=CC=2)C2C=CC=CC=2)C=CC=CC=1.[NH2:34][C:35]1[CH:40]=[C:39]([CH2:41]O)[CH:38]=[CH:37][N:36]=1.N(C(OC(C)C)=O)=NC(OC(C)C)=O, predict the reaction product. The product is: [NH2:34][C:35]1[CH:40]=[C:39]([CH2:41][O:14][C:7]2[C:8]3[C:13](=[CH:12][CH:11]=[CH:10][CH:9]=3)[C:4]([N+:1]([O-:3])=[O:2])=[CH:5][CH:6]=2)[CH:38]=[CH:37][N:36]=1. (4) Given the reactants [Cl:1][C:2]1[CH:7]=[CH:6][C:5](/[CH:8]=[CH:9]/[CH2:10][N:11]2[CH2:16][CH2:15][N:14]([C:17]3[N:18]([CH3:26])[N:19]=[C:20]([CH3:25])[C:21]=3[N+:22]([O-])=O)[CH2:13][CH2:12]2)=[CH:4][CH:3]=1.O.[Sn](Cl)Cl.O.O.O.C([O-])(=O)C.[Na+], predict the reaction product. The product is: [Cl:1][C:2]1[CH:7]=[CH:6][C:5](/[CH:8]=[CH:9]/[CH2:10][N:11]2[CH2:16][CH2:15][N:14]([C:17]3[N:18]([CH3:26])[N:19]=[C:20]([CH3:25])[C:21]=3[NH2:22])[CH2:13][CH2:12]2)=[CH:4][CH:3]=1. (5) Given the reactants [CH3:1][C:2]1([CH3:13])[CH2:11][CH:10](N)[C:9]2[C:4](=[CH:5][CH:6]=[CH:7][CH:8]=2)[O:3]1.[CH:14]1[C:23]2[C:18](=[CH:19][CH:20]=[CH:21][CH:22]=2)[CH:17]=[CH:16][C:15]=1CCC(O)=O.CCN=C=N[CH2:34][CH2:35][CH2:36][N:37]([CH3:39])C.[ClH:40].C1C=CC2N([OH:50])N=NC=2C=1.C(N(CC)CC)C, predict the reaction product. The product is: [Cl:40][C:7]1[CH:8]=[C:9]2[C:4](=[CH:5][CH:6]=1)[O:3][C:2]1([CH2:1][CH2:10][CH2:11]1)[CH2:13][CH:39]2[NH:37][C:36](=[O:50])[CH2:35][CH2:34][C:22]1[C:23]2[C:18](=[CH:17][CH:16]=[CH:15][CH:14]=2)[CH:19]=[CH:20][CH:21]=1. (6) Given the reactants [CH3:1][C:2]1[CH:7]=[CH:6][CH:5]=[C:4]([CH3:8])[C:3]=1[B:9]1[O:13][C:12]([CH3:15])([CH3:14])[C:11]([CH3:17])([CH3:16])[O:10]1.[Br:18]N1C(=O)CCC1=O.CC(N=NC(C#N)(C)C)(C#N)C, predict the reaction product. The product is: [Br:18][CH2:1][C:2]1[CH:7]=[CH:6][CH:5]=[C:4]([CH3:8])[C:3]=1[B:9]1[O:10][C:11]([CH3:17])([CH3:16])[C:12]([CH3:15])([CH3:14])[O:13]1. (7) Given the reactants [NH2:1][C:2]1[CH:16]=[CH:15][CH:14]=[CH:13][C:3]=1[NH:4][C:5]1[S:6][C:7]([CH3:12])=[CH:8][C:9]=1[C:10]#[N:11].[CH3:17][N:18]1[CH2:23][CH2:22]N[CH2:20][CH2:19]1, predict the reaction product. The product is: [CH3:12][C:7]1[S:6][C:5]2[NH:4][C:3]3[CH:13]=[CH:14][CH:15]=[CH:16][C:2]=3[N:1]=[C:10]([N:11]3[CH2:22][CH2:23][N:18]([CH3:17])[CH2:19][CH2:20]3)[C:9]=2[CH:8]=1.